This data is from Full USPTO retrosynthesis dataset with 1.9M reactions from patents (1976-2016). The task is: Predict the reactants needed to synthesize the given product. The reactants are: [N:1]1[CH:6]=[CH:5][CH:4]=[C:3]([CH:7]([OH:11])[CH2:8][C:9]#[CH:10])[CH:2]=1.N1C=CC=CC=1.[C:18](OC(=O)C)(=[O:20])[CH3:19]. Given the product [C:18]([O:11][CH:7]([C:3]1[CH:2]=[N:1][CH:6]=[CH:5][CH:4]=1)[CH2:8][C:9]#[CH:10])(=[O:20])[CH3:19], predict the reactants needed to synthesize it.